From a dataset of Catalyst prediction with 721,799 reactions and 888 catalyst types from USPTO. Predict which catalyst facilitates the given reaction. (1) Product: [CH2:32]([NH:1][C@H:2]1[CH2:3][CH2:4][C@H:5]([CH2:8][NH:9][C:10]2[C:15]([N+:16]([O-:18])=[O:17])=[CH:14][N:13]=[C:12]([NH:19][CH2:20][C:21]3[CH:26]=[CH:25][CH:24]=[CH:23][C:22]=3[O:27][C:28]([F:30])([F:31])[F:29])[N:11]=2)[CH2:6][CH2:7]1)[C:33]1[CH:38]=[CH:37][CH:36]=[CH:35][CH:34]=1. Reactant: [NH2:1][C@H:2]1[CH2:7][CH2:6][C@H:5]([CH2:8][NH:9][C:10]2[C:15]([N+:16]([O-:18])=[O:17])=[CH:14][N:13]=[C:12]([NH:19][CH2:20][C:21]3[CH:26]=[CH:25][CH:24]=[CH:23][C:22]=3[O:27][C:28]([F:31])([F:30])[F:29])[N:11]=2)[CH2:4][CH2:3]1.[CH2:32](Br)[C:33]1[CH:38]=[CH:37][CH:36]=[CH:35][CH:34]=1.CCN(C(C)C)C(C)C. The catalyst class is: 31. (2) Reactant: [CH:1]1([NH:7][C:8]2[CH:15]=[CH:14][CH:13]=[C:12]([C:16]3[CH:21]=[CH:20][CH:19]=[CH:18][CH:17]=3)[C:9]=2[C:10]#[N:11])[CH2:6][CH2:5][CH2:4][CH2:3][CH2:2]1.[H-].[Al+3].[Li+].[H-].[H-].[H-].S([O-])([O-])(=O)=O.[Na+].[Na+]. Product: [CH:1]1([NH:7][C:8]2[CH:15]=[CH:14][CH:13]=[C:12]([C:16]3[CH:21]=[CH:20][CH:19]=[CH:18][CH:17]=3)[C:9]=2[CH2:10][NH2:11])[CH2:2][CH2:3][CH2:4][CH2:5][CH2:6]1. The catalyst class is: 7. (3) Reactant: [Cl:1][C:2]1[CH:7]=[CH:6][N:5]=[C:4]2[NH:8][CH:9]=[C:10]([CH:11]([C:17]3[CH:18]=[N:19][CH:20]=[CH:21][CH:22]=3)[CH2:12][C:13]([NH:15][CH3:16])=O)[C:3]=12.B.C1COCC1. Product: [ClH:1].[Cl:1][C:2]1[CH:7]=[CH:6][N:5]=[C:4]2[NH:8][CH:9]=[C:10]([CH:11]([C:17]3[CH:18]=[N:19][CH:20]=[CH:21][CH:22]=3)[CH2:12][CH2:13][NH:15][CH3:16])[C:3]=12. The catalyst class is: 1. (4) The catalyst class is: 2. Reactant: C(O)(C(F)(F)F)=O.[Br:8][C:9]1[CH:28]=[C:27]([F:29])[CH:26]=[CH:25][C:10]=1[O:11][CH:12]1[CH2:17][CH2:16][N:15](C(OC(C)(C)C)=O)[CH2:14][CH2:13]1. Product: [Br:8][C:9]1[CH:28]=[C:27]([F:29])[CH:26]=[CH:25][C:10]=1[O:11][CH:12]1[CH2:13][CH2:14][NH:15][CH2:16][CH2:17]1. (5) Reactant: [N:1]1[C:10]2[C:5](=[CH:6][CH:7]=[CH:8][CH:9]=2)[N:4]=[CH:3][C:2]=1[C:11]1[CH:12]=[C:13]([NH2:17])[CH:14]=[CH:15][CH:16]=1.[Br:18][CH2:19][C:20](Br)=[O:21].C(N(C(C)C)CC)(C)C. Product: [Br:18][CH2:19][C:20]([NH:17][C:13]1[CH:14]=[CH:15][CH:16]=[C:11]([C:2]2[CH:3]=[N:4][C:5]3[C:10](=[CH:9][CH:8]=[CH:7][CH:6]=3)[N:1]=2)[CH:12]=1)=[O:21]. The catalyst class is: 56. (6) The catalyst class is: 588. Product: [N+:5]([C:8]1[O:12][C:11]([CH:13]=[CH:14][C:15]2[N:24]=[C:23]([NH:1][CH2:2][CH2:3][NH2:4])[C:22]3[C:17](=[CH:18][CH:19]=[CH:20][CH:21]=3)[N:16]=2)=[CH:10][CH:9]=1)([O-:7])=[O:6]. Reactant: [NH2:1][CH2:2][CH2:3][NH2:4].[N+:5]([C:8]1[O:12][C:11]([CH:13]=[CH:14][C:15]2[N:24]=[C:23](Cl)[C:22]3[C:17](=[CH:18][CH:19]=[CH:20][CH:21]=3)[N:16]=2)=[CH:10][CH:9]=1)([O-:7])=[O:6]. (7) Product: [Cl:26][C:27]1[CH:28]=[C:29]([C:8]2[S:12][C:11]([C:13]([OH:15])=[O:14])=[N:10][C:9]=2[C:18]2[CH:23]=[CH:22][CH:21]=[C:20]([C:24]#[N:25])[CH:19]=2)[CH:30]=[C:31]([F:33])[CH:32]=1. The catalyst class is: 104. Reactant: C(=O)([O-])[O-].[Na+].[Na+].Br[C:8]1[S:12][C:11]([C:13]([O:15]CC)=[O:14])=[N:10][C:9]=1[C:18]1[CH:23]=[CH:22][CH:21]=[C:20]([C:24]#[N:25])[CH:19]=1.[Cl:26][C:27]1[CH:28]=[C:29](B(O)O)[CH:30]=[C:31]([F:33])[CH:32]=1. (8) Reactant: [CH2:1]([O:8][C:9]1[CH:18]=[CH:17][CH:16]=[CH:15][C:10]=1[O:11][CH2:12][CH2:13][OH:14])[C:2]1[CH:7]=[CH:6][CH:5]=[CH:4][CH:3]=1.C(N(CC)CC)C.[CH3:26][S:27](Cl)(=[O:29])=[O:28].[Cl-].[NH4+]. Product: [CH3:26][S:27]([O:14][CH2:13][CH2:12][O:11][C:10]1[CH:15]=[CH:16][CH:17]=[CH:18][C:9]=1[O:8][CH2:1][C:2]1[CH:3]=[CH:4][CH:5]=[CH:6][CH:7]=1)(=[O:29])=[O:28]. The catalyst class is: 22.